From a dataset of Forward reaction prediction with 1.9M reactions from USPTO patents (1976-2016). Predict the product of the given reaction. (1) Given the reactants FC(F)(F)S(O[C:7]1[CH:16]=[C:15]2[C:10]([CH:11]=[CH:12][C:13](=[O:24])[N:14]2[C:17]2[CH:22]=[CH:21][CH:20]=[CH:19][C:18]=2[Cl:23])=[C:9]([C:25]2[CH:30]=[CH:29][CH:28]=[CH:27][C:26]=2[Cl:31])[CH:8]=1)(=O)=O.[CH:34]([NH:37][CH2:38][CH2:39][NH2:40])([CH3:36])[CH3:35].C1C=CC(P(C2C(C3C(P(C4C=CC=CC=4)C4C=CC=CC=4)=CC=C4C=3C=CC=C4)=C3C(C=CC=C3)=CC=2)C2C=CC=CC=2)=CC=1.C(=O)([O-])[O-].[Cs+].[Cs+], predict the reaction product. The product is: [Cl:23][C:18]1[CH:19]=[CH:20][CH:21]=[CH:22][C:17]=1[N:14]1[C:15]2[C:10](=[C:9]([C:25]3[CH:30]=[CH:29][CH:28]=[CH:27][C:26]=3[Cl:31])[CH:8]=[C:7]([NH:40][CH2:39][CH2:38][NH:37][CH:34]([CH3:36])[CH3:35])[CH:16]=2)[CH:11]=[CH:12][C:13]1=[O:24]. (2) Given the reactants Br[CH2:2][CH2:3][Cl:4].[Cl:5][C:6]1[CH:11]=[CH:10][C:9]([O:12][CH3:13])=[CH:8][C:7]=1[OH:14].C([O-])([O-])=O.[K+].[K+].O, predict the reaction product. The product is: [Cl:5][C:6]1[CH:11]=[CH:10][C:9]([O:12][CH3:13])=[CH:8][C:7]=1[O:14][CH2:2][CH2:3][Cl:4]. (3) Given the reactants [S:1]1[C:5]([C:6]2[N:11]=[CH:10][C:9]([N:12]3[CH2:19][CH:18]4[CH:14]([CH2:15][N:16]([CH3:20])[CH2:17]4)[CH2:13]3)=[CH:8][CH:7]=2)=[CH:4][C:3]2[CH:21]=[CH:22][CH:23]=[CH:24][C:2]1=2.[C:25]1([CH3:35])[CH:30]=[CH:29][C:28]([S:31]([OH:34])(=[O:33])=[O:32])=[CH:27][CH:26]=1, predict the reaction product. The product is: [C:25]1([CH3:35])[CH:26]=[CH:27][C:28]([S:31]([OH:34])(=[O:32])=[O:33])=[CH:29][CH:30]=1.[S:1]1[C:5]([C:6]2[N:11]=[CH:10][C:9]([N:12]3[CH2:19][CH:18]4[CH:14]([CH2:15][N:16]([CH3:20])[CH2:17]4)[CH2:13]3)=[CH:8][CH:7]=2)=[CH:4][C:3]2[CH:21]=[CH:22][CH:23]=[CH:24][C:2]1=2.